From a dataset of Forward reaction prediction with 1.9M reactions from USPTO patents (1976-2016). Predict the product of the given reaction. (1) Given the reactants [C:1]([O:5][C:6]([NH:8][C@@H:9]([CH2:20][CH2:21][C:22]([O:24][CH3:25])=[O:23])[C:10]([O:12][CH2:13][C:14]1[CH:19]=[CH:18][CH:17]=[CH:16][CH:15]=1)=[O:11])=[O:7])([CH3:4])([CH3:3])[CH3:2].[CH3:26][C:27]([O:30][C:31](O[C:31]([O:30][C:27]([CH3:29])([CH3:28])[CH3:26])=[O:32])=[O:32])([CH3:29])[CH3:28], predict the reaction product. The product is: [C:1]([O:5][C:6]([N:8]([C:31]([O:30][C:27]([CH3:29])([CH3:28])[CH3:26])=[O:32])[C@@H:9]([CH2:20][CH2:21][C:22]([O:24][CH3:25])=[O:23])[C:10]([O:12][CH2:13][C:14]1[CH:19]=[CH:18][CH:17]=[CH:16][CH:15]=1)=[O:11])=[O:7])([CH3:4])([CH3:3])[CH3:2]. (2) Given the reactants [H-].[Na+].[NH2:3][C@@H:4]([CH2:7][CH3:8])[CH2:5][OH:6].Cl[CH2:10][C:11](OCC)=[O:12].[Cl-].[NH4+], predict the reaction product. The product is: [CH2:7]([C@@H:4]1[NH:3][C:11](=[O:12])[CH2:10][O:6][CH2:5]1)[CH3:8].